Dataset: Full USPTO retrosynthesis dataset with 1.9M reactions from patents (1976-2016). Task: Predict the reactants needed to synthesize the given product. Given the product [CH3:1][O:2][C:3]1[CH:8]=[CH:7][C:6]([C:9]([C:36]2[CH:41]=[CH:40][C:39]([O:42][CH3:43])=[CH:38][CH:37]=2)([NH:10][C:11]2[O:12][C@H:13]([C:26]([F:29])([F:28])[F:27])[CH2:14][C@:15]([C:18]3[CH:23]=[C:22]([C:48]#[C:49][C:50]4[CH:51]=[CH:52][C:53]([C:56]#[N:57])=[N:54][CH:55]=4)[CH:21]=[CH:20][C:19]=3[F:25])([CH3:17])[N:16]=2)[C:30]2[CH:35]=[CH:34][CH:33]=[CH:32][CH:31]=2)=[CH:5][CH:4]=1, predict the reactants needed to synthesize it. The reactants are: [CH3:1][O:2][C:3]1[CH:8]=[CH:7][C:6]([C:9]([C:36]2[CH:41]=[CH:40][C:39]([O:42][CH3:43])=[CH:38][CH:37]=2)([C:30]2[CH:35]=[CH:34][CH:33]=[CH:32][CH:31]=2)[NH:10][C:11]2[O:12][C@H:13]([C:26]([F:29])([F:28])[F:27])[CH2:14][C@:15]([C:18]3[CH:23]=[C:22](I)[CH:21]=[CH:20][C:19]=3[F:25])([CH3:17])[N:16]=2)=[CH:5][CH:4]=1.C[Si]([C:48]#[C:49][C:50]1[CH:51]=[CH:52][C:53]([C:56]#[N:57])=[N:54][CH:55]=1)(C)C.